Dataset: Catalyst prediction with 721,799 reactions and 888 catalyst types from USPTO. Task: Predict which catalyst facilitates the given reaction. (1) Reactant: [CH2:1]([O:8][C:9]1[CH:17]=[CH:16][C:12]([C:13](Cl)=[O:14])=[CH:11][CH:10]=1)[C:2]1[CH:7]=[CH:6][CH:5]=[CH:4][CH:3]=1.[O-:18][C:19]#[N:20].[Na+].C1C=CC=CC=1.[Sn](Cl)(Cl)(Cl)Cl.[CH2:33]([CH:40]1[CH2:45][CH2:44][NH:43][CH2:42][CH2:41]1)[C:34]1[CH:39]=[CH:38][CH:37]=[CH:36][CH:35]=1. Product: [CH2:1]([O:8][C:9]1[CH:17]=[CH:16][C:12]([C:13]([NH:20][C:19]([N:43]2[CH2:44][CH2:45][CH:40]([CH2:33][C:34]3[CH:39]=[CH:38][CH:37]=[CH:36][CH:35]=3)[CH2:41][CH2:42]2)=[O:18])=[O:14])=[CH:11][CH:10]=1)[C:2]1[CH:7]=[CH:6][CH:5]=[CH:4][CH:3]=1. The catalyst class is: 10. (2) Reactant: [CH3:1][C:2]1([N:8]2[CH2:13][CH2:12][CH:11]([N:14]3[C@H:18]4[CH2:19][CH2:20][CH2:21][CH2:22][C@@H:17]4[NH:16][C:15]3=[O:23])[CH2:10][CH2:9]2)[CH2:7][CH2:6][NH:5][CH2:4][CH2:3]1.[CH:24]1([C:27](O)=[O:28])[CH2:26][CH2:25]1.CN(C(ON1N=NC2C=CC=NC1=2)=[N+](C)C)C.F[P-](F)(F)(F)(F)F.C(N(C(C)C)CC)(C)C. Product: [CH:24]1([C:27]([N:5]2[CH2:6][CH2:7][C:2]([N:8]3[CH2:13][CH2:12][CH:11]([N:14]4[C@H:18]5[CH2:19][CH2:20][CH2:21][CH2:22][C@@H:17]5[NH:16][C:15]4=[O:23])[CH2:10][CH2:9]3)([CH3:1])[CH2:3][CH2:4]2)=[O:28])[CH2:26][CH2:25]1. The catalyst class is: 3. (3) Reactant: [NH2:1][C:2]1[CH:24]=[CH:23][C:5]([CH2:6][C@@H:7]([C:19]([O:21][CH3:22])=[O:20])[NH:8][C:9](=[O:18])[C:10]2[C:15]([Cl:16])=[CH:14][CH:13]=[CH:12][C:11]=2[Cl:17])=[CH:4][CH:3]=1.OP=O.CCN=C=NCCCN(C)C.[N:39]1[C:48]2[NH:47][CH2:46][CH2:45][CH2:44][C:43]=2[CH:42]=[CH:41][C:40]=1[CH2:49][C:50](O)=[O:51]. Product: [Cl:17][C:11]1[CH:12]=[CH:13][CH:14]=[C:15]([Cl:16])[C:10]=1[C:9]([NH:8][C@H:7]([C:19]([O:21][CH3:22])=[O:20])[CH2:6][C:5]1[CH:4]=[CH:3][C:2]([NH:1][C:50](=[O:51])[CH2:49][C:40]2[CH:41]=[CH:42][C:43]3[CH2:44][CH2:45][CH2:46][NH:47][C:48]=3[N:39]=2)=[CH:24][CH:23]=1)=[O:18]. The catalyst class is: 2. (4) Reactant: CO[C:3]1[CH:8]=[CH:7][CH:6]=[CH:5][C:4]=1[CH2:9][C:10](=O)[CH3:11].[C:13]1([C@H:19]([NH2:21])[CH3:20])[CH:18]=[CH:17][CH:16]=[CH:15][CH:14]=1.[CH:22](O)=[O:23]. Product: [CH3:22][O:23][C:7]1[CH:8]=[CH:3][C:4]([CH2:9][C@H:10]([NH:21][C@@H:19]([C:13]2[CH:18]=[CH:17][CH:16]=[CH:15][CH:14]=2)[CH3:20])[CH3:11])=[CH:5][CH:6]=1. The catalyst class is: 5. (5) Reactant: [F:1][C:2]([F:19])([C:6]1[CH:11]=[CH:10][CH:9]=[C:8]([O:12][CH2:13][CH2:14][S:15]([CH3:18])(=[O:17])=[O:16])[CH:7]=1)[C:3]([OH:5])=O.P(Cl)(Cl)(Cl)=O.Cl.[NH2:26][CH2:27][C:28]1[CH:29]=[C:30]2[C:34](=[CH:35][CH:36]=1)[C:33](=[O:37])[N:32]([CH:38]1[CH2:43][CH2:42][C:41](=[O:44])[NH:40][C:39]1=[O:45])[CH2:31]2.C(=O)(O)[O-].[Na+]. Product: [O:45]=[C:39]1[CH:38]([N:32]2[CH2:31][C:30]3[C:34](=[CH:35][CH:36]=[C:28]([CH2:27][NH:26][C:3](=[O:5])[C:2]([F:1])([F:19])[C:6]4[CH:11]=[CH:10][CH:9]=[C:8]([O:12][CH2:13][CH2:14][S:15]([CH3:18])(=[O:17])=[O:16])[CH:7]=4)[CH:29]=3)[C:33]2=[O:37])[CH2:43][CH2:42][C:41](=[O:44])[NH:40]1. The catalyst class is: 17. (6) Reactant: [C@H]1(O)CC[C@H](O)CC1.[H-].[Na+].[Si]([O:18][CH:19]1[CH2:24][CH2:23][CH:22]([O:25][C:26]2[CH:31]=[CH:30][C:29]([S:32]([CH2:35][CH3:36])(=[O:34])=[O:33])=[CH:28][C:27]=2[C:37]2[C:46]3[C:41](=[CH:42][CH:43]=[CH:44][CH:45]=3)[C:40](=[O:47])[N:39]([CH3:48])[CH:38]=2)[CH2:21][CH2:20]1)(C(C)(C)C)(C)C. Product: [CH2:35]([S:32]([C:29]1[CH:30]=[CH:31][C:26]([O:25][C@H:22]2[CH2:21][CH2:20][C@H:19]([OH:18])[CH2:24][CH2:23]2)=[C:27]([C:37]2[C:46]3[C:41](=[CH:42][CH:43]=[CH:44][CH:45]=3)[C:40](=[O:47])[N:39]([CH3:48])[CH:38]=2)[CH:28]=1)(=[O:33])=[O:34])[CH3:36]. The catalyst class is: 3. (7) Reactant: [F:1][C:2]([F:15])([F:14])[C:3]1[CH:12]=[CH:11][C:10]2[C:5](=[C:6]([OH:13])[CH:7]=[CH:8][CH:9]=2)[N:4]=1.[Si:16](Cl)([C:19]([CH3:22])([CH3:21])[CH3:20])([CH3:18])[CH3:17].C(N(CC)CC)C. Product: [Si:16]([O:13][C:6]1[CH:7]=[CH:8][CH:9]=[C:10]2[C:5]=1[N:4]=[C:3]([C:2]([F:1])([F:14])[F:15])[CH:12]=[CH:11]2)([C:19]([CH3:22])([CH3:21])[CH3:20])([CH3:18])[CH3:17]. The catalyst class is: 4. (8) Reactant: [NH2:1][CH2:2][CH2:3][O:4][C@@H:5]([C:19]1[CH:24]=[CH:23][CH:22]=[C:21]([F:25])[C:20]=1[C:26]1[CH:31]=[CH:30][CH:29]=[C:28]([CH3:32])[CH:27]=1)[C@@H:6]1[O:11][CH2:10][CH2:9][N:8]([C:12]([O:14][C:15]([CH3:18])([CH3:17])[CH3:16])=[O:13])[CH2:7]1.C(N(CC)CC)C.[C:40](Cl)(=[O:42])[CH3:41]. Product: [C:40]([NH:1][CH2:2][CH2:3][O:4][C@@H:5]([C:19]1[CH:24]=[CH:23][CH:22]=[C:21]([F:25])[C:20]=1[C:26]1[CH:31]=[CH:30][CH:29]=[C:28]([CH3:32])[CH:27]=1)[C@@H:6]1[O:11][CH2:10][CH2:9][N:8]([C:12]([O:14][C:15]([CH3:18])([CH3:17])[CH3:16])=[O:13])[CH2:7]1)(=[O:42])[CH3:41]. The catalyst class is: 2. (9) Reactant: C(OC([NH:8][CH2:9][CH:10]([CH2:22][CH:23]([CH3:25])[CH3:24])[CH2:11][C:12]([O:14][CH2:15][C:16]1[CH:21]=[CH:20][CH:19]=[CH:18][CH:17]=1)=[O:13])=O)(C)(C)C.[ClH:26]. Product: [ClH:26].[NH2:8][CH2:9][CH:10]([CH2:22][CH:23]([CH3:25])[CH3:24])[CH2:11][C:12]([O:14][CH2:15][C:16]1[CH:17]=[CH:18][CH:19]=[CH:20][CH:21]=1)=[O:13]. The catalyst class is: 12. (10) Reactant: [Cl:1][C:2]1[CH:3]=[C:4]([CH:15]=[CH:16][C:17]=1[C:18]([F:21])([F:20])[F:19])[O:5][C:6]1[CH:11]=[CH:10][C:9]([CH2:12][CH2:13][NH2:14])=[CH:8][CH:7]=1.[CH3:22][O:23][C:24]1[N:29]=[CH:28][C:27]([CH2:30][C:31]2[C:32](=[O:39])[N:33]=[C:34](SC)[NH:35][CH:36]=2)=[CH:26][N:25]=1. Product: [Cl:1][C:2]1[CH:3]=[C:4]([CH:15]=[CH:16][C:17]=1[C:18]([F:19])([F:20])[F:21])[O:5][C:6]1[CH:11]=[CH:10][C:9]([CH2:12][CH2:13][NH:14][C:34]2[NH:35][CH:36]=[C:31]([CH2:30][C:27]3[CH:26]=[N:25][C:24]([O:23][CH3:22])=[N:29][CH:28]=3)[C:32](=[O:39])[N:33]=2)=[CH:8][CH:7]=1. The catalyst class is: 8.